Dataset: Forward reaction prediction with 1.9M reactions from USPTO patents (1976-2016). Task: Predict the product of the given reaction. Given the reactants C([NH:8][CH2:9][C@H:10]1[N:15]([C:16]([O:18][C:19]([CH3:22])([CH3:21])[CH3:20])=[O:17])[CH2:14][C@@H:13]([CH2:23][CH2:24][C:25]2[CH:30]=[CH:29][CH:28]=[CH:27][C:26]=2[NH:31][C:32](=[O:52])[C@H:33]([CH:39]([C:46]2[CH:51]=[CH:50][CH:49]=[CH:48][CH:47]=2)[C:40]2[CH:45]=[CH:44][CH:43]=[CH:42][CH:41]=2)[NH:34][C:35]([O:37][CH3:38])=[O:36])[O:12][CH2:11]1)C1C=CC=CC=1.[H][H], predict the reaction product. The product is: [NH2:8][CH2:9][C@H:10]1[N:15]([C:16]([O:18][C:19]([CH3:21])([CH3:22])[CH3:20])=[O:17])[CH2:14][C@@H:13]([CH2:23][CH2:24][C:25]2[CH:30]=[CH:29][CH:28]=[CH:27][C:26]=2[NH:31][C:32](=[O:52])[C@H:33]([CH:39]([C:46]2[CH:51]=[CH:50][CH:49]=[CH:48][CH:47]=2)[C:40]2[CH:45]=[CH:44][CH:43]=[CH:42][CH:41]=2)[NH:34][C:35]([O:37][CH3:38])=[O:36])[O:12][CH2:11]1.